Dataset: Peptide-MHC class II binding affinity with 134,281 pairs from IEDB. Task: Regression. Given a peptide amino acid sequence and an MHC pseudo amino acid sequence, predict their binding affinity value. This is MHC class II binding data. (1) The peptide sequence is LLESLSSLGAHLDSD. The MHC is DRB1_0405 with pseudo-sequence DRB1_0405. The binding affinity (normalized) is 0.741. (2) The peptide sequence is GRKTRSAYERMCNIL. The MHC is DRB1_1101 with pseudo-sequence DRB1_1101. The binding affinity (normalized) is 0.230. (3) The peptide sequence is HYKGSSFHRVIPGFM. The MHC is HLA-DQA10102-DQB10502 with pseudo-sequence HLA-DQA10102-DQB10502. The binding affinity (normalized) is 0.306. (4) The peptide sequence is LQGPFNFRFLTEKGMKNVFDDVVPEKYTIG. The MHC is DRB1_0301 with pseudo-sequence DRB1_0301. The binding affinity (normalized) is 0.625.